From a dataset of Reaction yield outcomes from USPTO patents with 853,638 reactions. Predict the reaction yield, written as a fraction of the theoretical maximum amount of product (1.0 means a 100% yield; for example, 0.34 means a 34% yield). (1) The product is [CH3:21][O:18][C@H:13]1[C@@H:12]2[O:19][CH2:20][C@H:10]([O:9][C:7]([C:1]3[CH:2]=[CH:3][CH:4]=[CH:5][CH:6]=3)=[O:8])[C@@H:11]2[O:17][C@@H:14]1[O:15][CH3:16]. The yield is 0.760. The catalyst is CN(C=O)C.C(OCC)(=O)C.[Ag-]=O. The reactants are [C:1]1([C:7]([O:9][C@H:10]2[CH2:20][O:19][C@H:12]3[C@H:13]([OH:18])[C@H:14]([O:17][C@@H:11]23)[O:15][CH3:16])=[O:8])[CH:6]=[CH:5][CH:4]=[CH:3][CH:2]=1.[CH3:21]I. (2) The reactants are [F:1][C:2]1[C:10]2[O:9][C:8]([C:17]3[CH:22]=[CH:21][CH:20]=[CH:19][CH:18]=3)([C:11]3[CH:16]=[CH:15][CH:14]=[CH:13][CH:12]=3)[O:7][C:6]=2[CH:5]=[CH:4][CH:3]=1.CN(CCN(C)C)C.C([Li])CCC.[C:36](=[O:38])=[O:37]. The catalyst is C1COCC1.O. The product is [F:1][C:2]1[C:10]2[O:9][C:8]([C:17]3[CH:18]=[CH:19][CH:20]=[CH:21][CH:22]=3)([C:11]3[CH:16]=[CH:15][CH:14]=[CH:13][CH:12]=3)[O:7][C:6]=2[CH:5]=[CH:4][C:3]=1[C:36]([OH:38])=[O:37]. The yield is 0.600. (3) The reactants are Cl[C:2]1[N:7]=[C:6]([NH2:8])[CH:5]=[CH:4][N:3]=1.[CH:9]([NH:12][C:13](=[O:31])[CH2:14][O:15][C:16]1[CH:21]=[CH:20][CH:19]=[C:18](B2OC(C)(C)C(C)(C)O2)[CH:17]=1)([CH3:11])[CH3:10].[F-].[Cs+]. The catalyst is O1CCOCC1.O.C1C=CC([P]([Pd]([P](C2C=CC=CC=2)(C2C=CC=CC=2)C2C=CC=CC=2)([P](C2C=CC=CC=2)(C2C=CC=CC=2)C2C=CC=CC=2)[P](C2C=CC=CC=2)(C2C=CC=CC=2)C2C=CC=CC=2)(C2C=CC=CC=2)C2C=CC=CC=2)=CC=1. The product is [NH2:8][C:6]1[CH:5]=[CH:4][N:3]=[C:2]([C:18]2[CH:17]=[C:16]([CH:21]=[CH:20][CH:19]=2)[O:15][CH2:14][C:13]([NH:12][CH:9]([CH3:10])[CH3:11])=[O:31])[N:7]=1. The yield is 0.360.